Dataset: Peptide-MHC class I binding affinity with 185,985 pairs from IEDB/IMGT. Task: Regression. Given a peptide amino acid sequence and an MHC pseudo amino acid sequence, predict their binding affinity value. This is MHC class I binding data. The peptide sequence is YRGEYRQSR. The MHC is HLA-A02:03 with pseudo-sequence HLA-A02:03. The binding affinity (normalized) is 0.0847.